From a dataset of Full USPTO retrosynthesis dataset with 1.9M reactions from patents (1976-2016). Predict the reactants needed to synthesize the given product. Given the product [Cl:20][C:17]1[CH:18]=[CH:19][C:14]([CH2:13][N:4]2[C:3](=[O:21])[C:2]3[C:7](=[N:8][C:23]4[CH2:27][CH2:26][CH2:25][C:24]=4[N:1]=3)[N:6]([CH2:9][CH2:10][CH3:11])[C:5]2=[O:12])=[CH:15][CH:16]=1, predict the reactants needed to synthesize it. The reactants are: [NH2:1][C:2]1[C:3](=[O:21])[N:4]([CH2:13][C:14]2[CH:19]=[CH:18][C:17]([Cl:20])=[CH:16][CH:15]=2)[C:5](=[O:12])[N:6]([CH2:9][CH2:10][CH3:11])[C:7]=1[NH2:8].Cl[CH:23]1[CH2:27][CH2:26][CH2:25][C:24]1=O.